Dataset: Full USPTO retrosynthesis dataset with 1.9M reactions from patents (1976-2016). Task: Predict the reactants needed to synthesize the given product. (1) Given the product [Br:35][C:32]1[CH:31]=[CH:30][C:29](/[C:22](/[C:23]2[CH:24]=[CH:25][CH:26]=[CH:27][CH:28]=2)=[CH:21]\[CH2:20][OH:19])=[CH:34][CH:33]=1, predict the reactants needed to synthesize it. The reactants are: CC(C[AlH]CC(C)C)C.C1(C)C=CC=CC=1.C([O:19][C:20](=O)/[CH:21]=[C:22](\[C:29]1[CH:34]=[CH:33][C:32]([Br:35])=[CH:31][CH:30]=1)/[C:23]1[CH:28]=[CH:27][CH:26]=[CH:25][CH:24]=1)C.O. (2) The reactants are: [C:1]([C:3]1[CH:4]=[C:5]([C:13]([OH:15])=O)[CH:6]=[N:7][C:8]=1[NH:9][CH2:10][CH2:11][CH3:12])#[N:2].CCN(C(C)C)C(C)C.O[NH:26][C:27](=[NH:46])[C:28]1[CH:45]=[CH:44][C:31]2[CH2:32][CH2:33][N:34]([C:37]([O:39][C:40]([CH3:43])([CH3:42])[CH3:41])=[O:38])[CH2:35][CH2:36][C:30]=2[CH:29]=1.CN(C(ON1N=NC2C=CC=NC1=2)=[N+](C)C)C.F[P-](F)(F)(F)(F)F. Given the product [C:1]([C:3]1[CH:4]=[C:5]([C:13]2[O:15][N:26]=[C:27]([C:28]3[CH:45]=[CH:44][C:31]4[CH2:32][CH2:33][N:34]([C:37]([O:39][C:40]([CH3:41])([CH3:42])[CH3:43])=[O:38])[CH2:35][CH2:36][C:30]=4[CH:29]=3)[N:46]=2)[CH:6]=[N:7][C:8]=1[NH:9][CH2:10][CH2:11][CH3:12])#[N:2], predict the reactants needed to synthesize it.